Dataset: PAMPA (Parallel Artificial Membrane Permeability Assay) permeability data from NCATS. Task: Regression/Classification. Given a drug SMILES string, predict its absorption, distribution, metabolism, or excretion properties. Task type varies by dataset: regression for continuous measurements (e.g., permeability, clearance, half-life) or binary classification for categorical outcomes (e.g., BBB penetration, CYP inhibition). Dataset: pampa_ncats. (1) The compound is C1=CC=C(C=C1)NS(=O)(=O)C2=CC=C(C=C2)NCC3=C(C(=CC=C3)Cl)O. The result is 1 (high permeability). (2) The compound is C1=CC=C(C=C1)C2=CSC(=N2)NC(=O)C3=C(C=NC=C3)NS(=O)(=O)C4=CC=CC=C4. The result is 1 (high permeability). (3) The result is 1 (high permeability). The compound is C1=CC=C(C=C1)C2=C(C(=O)NC=C2)N. (4) The drug is C1CN(CCC1C(=O)N)C2=NC(=CS2)C3=CC=C(C=C3)Cl. The result is 1 (high permeability). (5) The compound is CC1=CC(=NC(=N1)N2C(=CC(=N2)C)C)N3CCN(CC3)C4=CC=CC=C4. The result is 1 (high permeability).